This data is from Full USPTO retrosynthesis dataset with 1.9M reactions from patents (1976-2016). The task is: Predict the reactants needed to synthesize the given product. (1) Given the product [CH:1]1([CH2:6][C@H:7]([C:19]2[CH:20]=[CH:21][C:22]([S:25]([CH3:28])(=[O:26])=[O:27])=[CH:23][CH:24]=2)[C:8]([NH:10][C:11]2[S:12][C:13]([S:16][CH2:38][CH2:39][N:40]([CH2:43][CH3:44])[CH2:41][CH3:42])=[CH:14][N:15]=2)=[O:9])[CH2:2][CH2:3][CH2:4][CH2:5]1, predict the reactants needed to synthesize it. The reactants are: [CH:1]1([CH2:6][C@H:7]([C:19]2[CH:24]=[CH:23][C:22]([S:25]([CH3:28])(=[O:27])=[O:26])=[CH:21][CH:20]=2)[C:8]([NH:10][C:11]2[S:12][C:13]([S:16]C#N)=[CH:14][N:15]=2)=[O:9])[CH2:5][CH2:4][CH2:3][CH2:2]1.SC[C@H]([C@@H](CS)O)O.Cl[CH2:38][CH2:39][N:40]([CH2:43][CH3:44])[CH2:41][CH3:42].C(=O)([O-])[O-].[K+].[K+].[I-].[K+]. (2) Given the product [CH2:1]([C:3]1[N:7]=[C:6]([N:8]2[CH2:9][CH2:10][CH:11]([C@H:14]([CH3:18])[CH2:15][CH2:16][O:17][S:27]([CH3:26])(=[O:29])=[O:28])[CH2:12][CH2:13]2)[O:5][N:4]=1)[CH3:2], predict the reactants needed to synthesize it. The reactants are: [CH2:1]([C:3]1[N:7]=[C:6]([N:8]2[CH2:13][CH2:12][CH:11]([C@H:14]([CH3:18])[CH2:15][CH2:16][OH:17])[CH2:10][CH2:9]2)[O:5][N:4]=1)[CH3:2].C(N(CC)CC)C.[CH3:26][S:27](Cl)(=[O:29])=[O:28].O. (3) Given the product [Br:41][CH2:14][C:15]1[CH:32]=[CH:31][C:18]2/[C:19](=[CH:28]/[C:29]#[N:30])/[C:20]3[CH:27]=[CH:26][CH:25]=[CH:24][C:21]=3[CH2:22][CH2:23][C:17]=2[CH:16]=1, predict the reactants needed to synthesize it. The reactants are: C(C1N([CH2:14][C:15]2[CH:32]=[CH:31][C:18]3/[C:19](=[CH:28]/[C:29]#[N:30])/[C:20]4[CH:27]=[CH:26][CH:25]=[CH:24][C:21]=4[CH2:22][CH2:23][C:17]=3[CH:16]=2)C2=NC(C)=CC(C)=C2N=1)C.N1C(C)=CC=CC=1C.[Br-:41].[Li+].CS(OS(C)(=O)=O)(=O)=O. (4) The reactants are: [CH:1](O)=[O:2].C(OC(=O)C)(=O)C.[Br:11][C:12]1[CH:13]=[CH:14][C:15]2[NH:22][CH2:21][CH2:20][CH2:19][C:18]([C:23]([O:25][CH3:26])=[O:24])=[CH:17][C:16]=2[CH:27]=1. Given the product [Br:11][C:12]1[CH:13]=[CH:14][C:15]2[N:22]([CH:1]=[O:2])[CH2:21][CH2:20][CH2:19][C:18]([C:23]([O:25][CH3:26])=[O:24])=[CH:17][C:16]=2[CH:27]=1, predict the reactants needed to synthesize it. (5) Given the product [NH2:1][C:4]1[C:9]([C:10]2[O:11][C:12]([CH2:15][CH3:16])=[CH:13][N:14]=2)=[CH:8][N:7]=[C:6]([N:17]2[CH2:22][CH2:21][CH:20]([C:23]([O:25][CH3:26])=[O:24])[CH2:19][CH2:18]2)[C:5]=1[Cl:27], predict the reactants needed to synthesize it. The reactants are: [N:1]([C:4]1[C:9]([C:10]2[O:11][C:12]([CH2:15][CH3:16])=[CH:13][N:14]=2)=[CH:8][N:7]=[C:6]([N:17]2[CH2:22][CH2:21][CH:20]([C:23]([O:25][CH3:26])=[O:24])[CH2:19][CH2:18]2)[C:5]=1[Cl:27])=[N+]=[N-].[NH4+].[Cl-].